Dataset: Forward reaction prediction with 1.9M reactions from USPTO patents (1976-2016). Task: Predict the product of the given reaction. (1) Given the reactants [CH:1]([C@H:3]1[CH2:8][CH2:7][C@H:6]([NH:9][C:10](=[O:21])[C:11]2[CH:16]=[CH:15][CH:14]=[C:13]([C:17]([F:20])([F:19])[F:18])[CH:12]=2)[CH2:5][CH2:4]1)=O.ClC1C=CC(C(F)(F)F)=CC=1C(N[C@H]1CC[C@H](C=O)CC1)=O.[NH2:44][C:45]1[CH:54]=[CH:53][CH:52]=[C:51]2[C:46]=1[CH:47]=[CH:48][CH:49]=[N:50]2.C(O)(=O)C.C(O[BH-](OC(=O)C)OC(=O)C)(=O)C.[Na+], predict the reaction product. The product is: [N:50]1[C:51]2[C:46](=[C:45]([NH:44][CH2:1][C@H:3]3[CH2:8][CH2:7][C@H:6]([NH:9][C:10](=[O:21])[C:11]4[CH:16]=[CH:15][CH:14]=[C:13]([C:17]([F:20])([F:19])[F:18])[CH:12]=4)[CH2:5][CH2:4]3)[CH:54]=[CH:53][CH:52]=2)[CH:47]=[CH:48][CH:49]=1. (2) Given the reactants [OH:1][CH2:2][C:3]1[CH:4]=[C:5]([C:9](=[O:11])[CH3:10])[CH:6]=[CH:7][CH:8]=1.[CH:12]([C:14]1[CH:24]=[CH:23][C:17]([CH:18]=[CH:19][C:20]([OH:22])=[O:21])=[CH:16][CH:15]=1)=O.[OH-].[K+], predict the reaction product. The product is: [OH:1][CH2:2][C:3]1[CH:4]=[C:5]([C:9](=[O:11])/[CH:10]=[CH:12]/[C:14]2[CH:15]=[CH:16][C:17](/[CH:18]=[CH:19]/[C:20]([OH:22])=[O:21])=[CH:23][CH:24]=2)[CH:6]=[CH:7][CH:8]=1.